This data is from NCI-60 drug combinations with 297,098 pairs across 59 cell lines. The task is: Regression. Given two drug SMILES strings and cell line genomic features, predict the synergy score measuring deviation from expected non-interaction effect. (1) Synergy scores: CSS=14.4, Synergy_ZIP=-6.19, Synergy_Bliss=-0.241, Synergy_Loewe=0.621, Synergy_HSA=1.12. Drug 1: CC12CCC(CC1=CCC3C2CCC4(C3CC=C4C5=CN=CC=C5)C)O. Cell line: UO-31. Drug 2: CC(C1=C(C=CC(=C1Cl)F)Cl)OC2=C(N=CC(=C2)C3=CN(N=C3)C4CCNCC4)N. (2) Drug 1: CC12CCC3C(C1CCC2=O)CC(=C)C4=CC(=O)C=CC34C. Drug 2: CC1=C(C=C(C=C1)NC(=O)C2=CC=C(C=C2)CN3CCN(CC3)C)NC4=NC=CC(=N4)C5=CN=CC=C5. Cell line: COLO 205. Synergy scores: CSS=56.9, Synergy_ZIP=2.99, Synergy_Bliss=1.68, Synergy_Loewe=0.268, Synergy_HSA=-0.879. (3) Drug 1: CCCCC(=O)OCC(=O)C1(CC(C2=C(C1)C(=C3C(=C2O)C(=O)C4=C(C3=O)C=CC=C4OC)O)OC5CC(C(C(O5)C)O)NC(=O)C(F)(F)F)O. Drug 2: CS(=O)(=O)OCCCCOS(=O)(=O)C. Cell line: OVCAR-8. Synergy scores: CSS=58.0, Synergy_ZIP=-1.19, Synergy_Bliss=1.00, Synergy_Loewe=-22.9, Synergy_HSA=1.98.